This data is from Forward reaction prediction with 1.9M reactions from USPTO patents (1976-2016). The task is: Predict the product of the given reaction. (1) The product is: [O:11]1[CH2:16][CH2:15][O:14][CH2:13][CH:12]1[CH2:17][NH:18][C:45]([C:42]1[CH:41]=[N:40][C:39]([C:35]2[CH:36]=[CH:37][CH:38]=[C:33]([CH2:32][C:27]3[C:28](=[O:31])[CH:29]=[CH:30][N:25]([C:23]4[CH:22]=[N:21][N:20]([CH3:19])[CH:24]=4)[N:26]=3)[CH:34]=2)=[N:44][CH:43]=1)=[O:46]. Given the reactants C1C=CC2N(O)N=NC=2C=1.[O:11]1[CH2:16][CH2:15][O:14][CH2:13][CH:12]1[CH2:17][NH2:18].[CH3:19][N:20]1[CH:24]=[C:23]([N:25]2[CH:30]=[CH:29][C:28](=[O:31])[C:27]([CH2:32][C:33]3[CH:34]=[C:35]([C:39]4[N:44]=[CH:43][C:42]([C:45](O)=[O:46])=[CH:41][N:40]=4)[CH:36]=[CH:37][CH:38]=3)=[N:26]2)[CH:22]=[N:21]1.CCN(C(C)C)C(C)C, predict the reaction product. (2) The product is: [OH:30][C@@H:29]([CH2:21][CH2:22][C:23]1[CH:28]=[CH:27][CH:26]=[CH:25][CH:24]=1)[CH2:31][N:8]1[CH2:12][CH2:11][C@@H:10]([S:13][C:14]2[CH:19]=[CH:18][C:17]([OH:20])=[CH:16][CH:15]=2)[CH2:9]1. Given the reactants FC(F)(F)C(O)=O.[NH:8]1[CH2:12][CH2:11][C@@H:10]([S:13][C:14]2[CH:19]=[CH:18][C:17]([OH:20])=[CH:16][CH:15]=2)[CH2:9]1.[CH2:21]([CH:29]1[CH2:31][O:30]1)[CH2:22][C:23]1[CH:28]=[CH:27][CH:26]=[CH:25][CH:24]=1, predict the reaction product. (3) Given the reactants [Cl:1][C:2]1[C:11]([C:12]2[CH:17]=[CH:16][C:15]([C:18]3[CH:19]=[N:20][N:21]([CH3:23])[CH:22]=3)=[CH:14][CH:13]=2)=[C:10]2[C:5]([CH:6]=[CH:7][C:8](=O)[NH:9]2)=[CH:4][N:3]=1.P(Cl)(Cl)([Cl:27])=O.CN(C=O)C, predict the reaction product. The product is: [Cl:27][C:8]1[CH:7]=[CH:6][C:5]2[C:10](=[C:11]([C:12]3[CH:17]=[CH:16][C:15]([C:18]4[CH:19]=[N:20][N:21]([CH3:23])[CH:22]=4)=[CH:14][CH:13]=3)[C:2]([Cl:1])=[N:3][CH:4]=2)[N:9]=1. (4) Given the reactants [NH:1]1[CH2:5][CH2:4][C:3]([C:6]2[CH:11]=[CH:10][C:9]([OH:12])=[CH:8][CH:7]=2)=[N:2]1.[CH3:13][O:14][C:15]1[CH:16]=[C:17]([N:23]=[C:24]=[O:25])[CH:18]=[CH:19][C:20]=1[O:21][CH3:22], predict the reaction product. The product is: [CH3:13][O:14][C:15]1[CH:16]=[C:17]([NH:23][C:24]([N:1]2[CH2:5][CH2:4][C:3]([C:6]3[CH:11]=[CH:10][C:9]([OH:12])=[CH:8][CH:7]=3)=[N:2]2)=[O:25])[CH:18]=[CH:19][C:20]=1[O:21][CH3:22]. (5) Given the reactants [NH2:1][C:2]1[C:11]2[N:12]=[C:13]([CH2:24][O:25][CH2:26][CH3:27])[N:14]([CH2:15][C:16]([NH:19][S:20]([CH3:23])(=[O:22])=[O:21])([CH3:18])[CH3:17])[C:10]=2[C:9]2[CH:8]=[CH:7][C:6]([O:28][CH2:29][CH2:30][CH2:31][CH2:32][CH2:33][CH2:34][NH2:35])=[CH:5][C:4]=2[N:3]=1.C(N(CC)CC)C.[CH3:43][S:44](O[S:44]([CH3:43])(=[O:46])=[O:45])(=[O:46])=[O:45], predict the reaction product. The product is: [NH2:1][C:2]1[C:11]2[N:12]=[C:13]([CH2:24][O:25][CH2:26][CH3:27])[N:14]([CH2:15][C:16]([NH:19][S:20]([CH3:23])(=[O:22])=[O:21])([CH3:17])[CH3:18])[C:10]=2[C:9]2[CH:8]=[CH:7][C:6]([O:28][CH2:29][CH2:30][CH2:31][CH2:32][CH2:33][CH2:34][NH:35][S:44]([CH3:43])(=[O:46])=[O:45])=[CH:5][C:4]=2[N:3]=1. (6) Given the reactants Cl.[CH:2]12[N:8]([C:9]3[CH:10]=[CH:11][C:12]([F:16])=[C:13]([OH:15])[CH:14]=3)[CH:5]([CH2:6][CH2:7]1)[CH2:4][CH2:3]2.C(N(CC)C(C)C)(C)C.[S:26](O[S:26]([C:29]([F:32])([F:31])[F:30])(=[O:28])=[O:27])([C:29]([F:32])([F:31])[F:30])(=[O:28])=[O:27].O, predict the reaction product. The product is: [F:30][C:29]([F:32])([F:31])[S:26]([O:15][C:13]1[CH:14]=[C:9]([N:8]2[CH:2]3[CH2:7][CH2:6][CH:5]2[CH2:4][CH2:3]3)[CH:10]=[CH:11][C:12]=1[F:16])(=[O:28])=[O:27]. (7) Given the reactants [CH:1]1([C:4]([CH3:9])=[CH:5][C:6]([OH:8])=O)[CH2:3][CH2:2]1.C(/C(=N\O)/C(OCC)=O)#N.[CH3:20][N:21]1[C:25]([C:26](=[N:33][O:34][CH2:35][C:36]2[N:41]=[C:40]([NH2:42])[CH:39]=[CH:38][CH:37]=2)[C:27]2[CH:32]=[CH:31][CH:30]=[CH:29][CH:28]=2)=[N:24][N:23]=[N:22]1.C1(N=C=NC2CCCCC2)CCCCC1, predict the reaction product. The product is: [CH:1]1([C:4]([CH3:9])=[CH:5][C:6]([NH:42][C:40]2[CH:39]=[CH:38][CH:37]=[C:36]([CH2:35][O:34][N:33]=[C:26]([C:25]3[N:21]([CH3:20])[N:22]=[N:23][N:24]=3)[C:27]3[CH:32]=[CH:31][CH:30]=[CH:29][CH:28]=3)[N:41]=2)=[O:8])[CH2:2][CH2:3]1. (8) Given the reactants [C:1]([NH:5][C:6]([C:8]1[C:16]2[C:11](=[N:12][CH:13]=[C:14]([C:17]3[C:25]4[C:20](=[CH:21][C:22]([S:26]([CH3:29])(=[O:28])=[O:27])=[CH:23][CH:24]=4)[N:19]([CH3:30])[N:18]=3)[N:15]=2)[N:10](COCC[Si](C)(C)C)[CH:9]=1)=[O:7])([CH3:4])([CH3:3])[CH3:2].FC(F)(F)C(O)=O.C(N)CN.O, predict the reaction product. The product is: [C:1]([NH:5][C:6]([C:8]1[C:16]2[C:11](=[N:12][CH:13]=[C:14]([C:17]3[C:25]4[C:20](=[CH:21][C:22]([S:26]([CH3:29])(=[O:27])=[O:28])=[CH:23][CH:24]=4)[N:19]([CH3:30])[N:18]=3)[N:15]=2)[NH:10][CH:9]=1)=[O:7])([CH3:4])([CH3:3])[CH3:2].